Dataset: Reaction yield outcomes from USPTO patents with 853,638 reactions. Task: Predict the reaction yield, written as a fraction of the theoretical maximum amount of product (1.0 means a 100% yield; for example, 0.34 means a 34% yield). (1) The yield is 0.850. The product is [CH3:1][O:2][C:3]([C:5]1[C:13]([NH:14][C:15]2[CH:20]=[CH:19][C:18]([Br:42])=[CH:17][C:16]=2[Cl:21])=[C:12]([F:22])[C:8]2[N:9]=[CH:10][NH:11][C:7]=2[CH:6]=1)=[O:4]. The catalyst is C1COCC1.CO. The reactants are [CH3:1][O:2][C:3]([C:5]1[C:13]([NH:14][C:15]2[CH:20]=[CH:19][CH:18]=[CH:17][C:16]=2[Cl:21])=[C:12]([F:22])[C:8]2[N:9]=[CH:10][NH:11][C:7]=2[CH:6]=1)=[O:4].CC1C=CC(S(O)(=O)=O)=CC=1.O.C1C(=O)N([Br:42])C(=O)C1. (2) The reactants are [NH2:1][C:2]1[CH:7]=[CH:6][C:5]([N+:8]([O-:10])=[O:9])=[CH:4][N:3]=1.[CH3:11][C:12]([O:15][C:16](O[C:16]([O:15][C:12]([CH3:14])([CH3:13])[CH3:11])=[O:17])=[O:17])([CH3:14])[CH3:13]. The catalyst is C1COCC1.CCOC(C)=O. The product is [C:12]([O:15][C:16]([NH:1][C:2]1[CH:7]=[CH:6][C:5]([N+:8]([O-:10])=[O:9])=[CH:4][N:3]=1)=[O:17])([CH3:14])([CH3:13])[CH3:11]. The yield is 0.700. (3) The reactants are [CH2:1]([O:4][N:5]([C@H:18]1[CH2:23][N:22]([C:24]([O:26][C:27]([CH3:30])([CH3:29])[CH3:28])=[O:25])[C@H:21]([C:31]([OH:33])=O)[C:20]([CH2:34][CH3:35])=[CH:19]1)[S:6]([C:9]1[CH:14]=[CH:13][CH:12]=[CH:11][C:10]=1[N+:15]([O-:17])=[O:16])(=[O:8])=[O:7])[CH:2]=[CH2:3].C(O[N:40]([C@H]1CN(C(OC(C)(C)C)=O)[C@H](C(=O)N)C=C1C)S(C1C=CC=CC=1[N+]([O-])=O)(=O)=O)C=C. No catalyst specified. The product is [CH2:1]([O:4][N:5]([C@H:18]1[CH2:23][N:22]([C:24]([O:26][C:27]([CH3:30])([CH3:29])[CH3:28])=[O:25])[C@H:21]([C:31](=[O:33])[NH2:40])[C:20]([CH2:34][CH3:35])=[CH:19]1)[S:6]([C:9]1[CH:14]=[CH:13][CH:12]=[CH:11][C:10]=1[N+:15]([O-:17])=[O:16])(=[O:8])=[O:7])[CH:2]=[CH2:3]. The yield is 0.770. (4) The product is [Cl:1][C:2]1[C:3]([NH:11][C:12]2[CH:13]=[N:14][C:15]([CH3:18])=[CH:16][CH:17]=2)=[N:4][CH:5]=[C:6]([C:7]2[NH:26][C:23]3[CH:24]=[CH:25][C:20]([F:19])=[CH:21][C:22]=3[N:27]=2)[CH:10]=1. The yield is 0.650. The catalyst is O. The reactants are [Cl:1][C:2]1[C:3]([NH:11][C:12]2[CH:13]=[N:14][C:15]([CH3:18])=[CH:16][CH:17]=2)=[N:4][CH:5]=[C:6]([CH:10]=1)[C:7](O)=O.[F:19][C:20]1[CH:25]=[CH:24][C:23]([NH2:26])=[C:22]([NH2:27])[CH:21]=1. (5) The reactants are [C:1]1([C:7]2[N:11]3[C:12]4[CH:19]=[C:18]([C:20]5[CH:25]=[CH:24][CH:23]=[CH:22][CH:21]=5)[C:17]([C:26]5[CH:31]=[CH:30][C:29]([C:32]6([NH:36]C(=O)OC(C)(C)C)[CH2:35][CH2:34][CH2:33]6)=[CH:28][CH:27]=5)=[N:16][C:13]=4[O:14][CH2:15][C:10]3=[N:9][N:8]=2)[CH:6]=[CH:5][CH:4]=[CH:3][CH:2]=1.C(O)(C(F)(F)F)=O. The catalyst is ClCCl. The product is [C:1]1([C:7]2[N:11]3[C:12]4[CH:19]=[C:18]([C:20]5[CH:25]=[CH:24][CH:23]=[CH:22][CH:21]=5)[C:17]([C:26]5[CH:27]=[CH:28][C:29]([C:32]6([NH2:36])[CH2:35][CH2:34][CH2:33]6)=[CH:30][CH:31]=5)=[N:16][C:13]=4[O:14][CH2:15][C:10]3=[N:9][N:8]=2)[CH:2]=[CH:3][CH:4]=[CH:5][CH:6]=1. The yield is 0.400. (6) The reactants are [NH2:1][C:2]1[NH:6][N:5]=[C:4]([C:7]2[CH:12]=[CH:11][C:10]([O:13][C:14]3[CH:19]=[CH:18][CH:17]=[CH:16][CH:15]=3)=[CH:9][CH:8]=2)[C:3]=1[C:20]#[N:21].[Br:22][CH:23]([CH:26]=O)[CH:24]=O. The catalyst is CCO. The product is [Br:22][C:23]1[CH:24]=[N:1][C:2]2[N:6]([N:5]=[C:4]([C:7]3[CH:8]=[CH:9][C:10]([O:13][C:14]4[CH:19]=[CH:18][CH:17]=[CH:16][CH:15]=4)=[CH:11][CH:12]=3)[C:3]=2[C:20]#[N:21])[CH:26]=1. The yield is 0.629.